From a dataset of Forward reaction prediction with 1.9M reactions from USPTO patents (1976-2016). Predict the product of the given reaction. Given the reactants [C:1]([C:5]1[N:10]=[C:9]([N:11]2[CH2:16][CH2:15][N:14]([CH2:17][CH2:18][CH2:19][CH2:20][NH2:21])[CH2:13][CH2:12]2)[CH:8]=[C:7]([C:22]([F:25])([F:24])[F:23])[N:6]=1)([CH3:4])([CH3:3])[CH3:2].C1N=CN([C:31](N2C=NC=C2)=[O:32])C=1.[F:38][C:39]([F:53])([F:52])[C:40]1[CH:41]=[C:42]([N:46]2[CH2:51][CH2:50][NH:49][CH2:48][CH2:47]2)[CH:43]=[CH:44][CH:45]=1, predict the reaction product. The product is: [C:1]([C:5]1[N:10]=[C:9]([N:11]2[CH2:16][CH2:15][N:14]([CH2:17][CH2:18][CH2:19][CH2:20][NH:21][C:31]([N:49]3[CH2:50][CH2:51][N:46]([C:42]4[CH:43]=[CH:44][CH:45]=[C:40]([C:39]([F:38])([F:52])[F:53])[CH:41]=4)[CH2:47][CH2:48]3)=[O:32])[CH2:13][CH2:12]2)[CH:8]=[C:7]([C:22]([F:24])([F:25])[F:23])[N:6]=1)([CH3:4])([CH3:2])[CH3:3].